This data is from Forward reaction prediction with 1.9M reactions from USPTO patents (1976-2016). The task is: Predict the product of the given reaction. (1) Given the reactants [NH2:1][C@H:2]([CH2:19][OH:20])[CH2:3][C:4]1[CH:9]=[CH:8][C:7]([NH:10][C:11](=[O:18])[C:12]2[CH:17]=[CH:16][CH:15]=[CH:14][CH:13]=2)=[CH:6][CH:5]=1.[CH:21](=O)[C:22]1[CH:27]=[CH:26][CH:25]=[CH:24][CH:23]=1, predict the reaction product. The product is: [CH2:21]([NH:1][C@H:2]([CH2:19][OH:20])[CH2:3][C:4]1[CH:5]=[CH:6][C:7]([NH:10][C:11](=[O:18])[C:12]2[CH:13]=[CH:14][CH:15]=[CH:16][CH:17]=2)=[CH:8][CH:9]=1)[C:22]1[CH:27]=[CH:26][CH:25]=[CH:24][CH:23]=1. (2) Given the reactants [OH:1]O.[C:3]([OH:10])(=[O:9])[CH2:4][CH2:5][CH2:6][CH:7]=[CH2:8], predict the reaction product. The product is: [OH:1][CH2:8][CH:7]1[O:10][C:3](=[O:9])[CH2:4][CH2:5][CH2:6]1. (3) Given the reactants Br[CH2:2][C:3]1[CH:8]=[CH:7][CH:6]=[C:5]([C:9]([OH:12])([CH3:11])[CH3:10])[N:4]=1.[N-:13]=[N+:14]=[N-:15].[Na+], predict the reaction product. The product is: [N:13]([CH2:2][C:3]1[CH:8]=[CH:7][CH:6]=[C:5]([C:9]([OH:12])([CH3:11])[CH3:10])[N:4]=1)=[N+:14]=[N-:15].